Binary Classification. Given a drug SMILES string, predict its activity (active/inactive) in a high-throughput screening assay against a specified biological target. From a dataset of Tyrosyl-DNA phosphodiesterase HTS with 341,365 compounds. (1) The compound is S1C(CC(=S)Nc2c1cccc2)(C)C. The result is 0 (inactive). (2) The drug is s1nnc(C(=O)N(C2CC2)C(c2ccccc2)C(=O)NCc2ccc(F)cc2)c1. The result is 0 (inactive).